From a dataset of Forward reaction prediction with 1.9M reactions from USPTO patents (1976-2016). Predict the product of the given reaction. Given the reactants Br[C:2]1[N:7]=[CH:6][C:5]([CH2:8][C:9]2[C:17]3[C:12](=[N:13][CH:14]=[CH:15][CH:16]=3)[NH:11][CH:10]=2)=[CH:4][CH:3]=1.[Cl:18][C:19]1[CH:24]=[CH:23][C:22]([C@@H:25]([NH2:27])[CH3:26])=[CH:21][CH:20]=1, predict the reaction product. The product is: [Cl:18][C:19]1[CH:24]=[CH:23][C:22]([C@@H:25]([NH:27][C:2]2[CH:3]=[CH:4][C:5]([CH2:8][C:9]3[C:17]4[C:12](=[N:13][CH:14]=[CH:15][CH:16]=4)[NH:11][CH:10]=3)=[CH:6][N:7]=2)[CH3:26])=[CH:21][CH:20]=1.